From a dataset of Catalyst prediction with 721,799 reactions and 888 catalyst types from USPTO. Predict which catalyst facilitates the given reaction. (1) Reactant: Cl[C:2]1[S:3][C:4]2[CH:10]=[C:9]([O:11][CH3:12])[CH:8]=[CH:7][C:5]=2[N:6]=1.[NH:13]1[CH2:18][CH2:17][O:16][CH2:15][CH2:14]1.C(N(CC)CC)C. Product: [CH3:12][O:11][C:9]1[CH:8]=[CH:7][C:5]2[N:6]=[C:2]([N:13]3[CH2:18][CH2:17][O:16][CH2:15][CH2:14]3)[S:3][C:4]=2[CH:10]=1. The catalyst class is: 8. (2) Reactant: I[C:2]1[CH:7]=[CH:6][C:5]([CH3:8])=[CH:4][CH:3]=1.C([Li])CCC.C([O:18][B:19](OCCCC)[O:20]CCCC)CCC. Product: [CH3:8][C:5]1[CH:6]=[CH:7][C:2]([B:19]([OH:20])[OH:18])=[CH:3][CH:4]=1. The catalyst class is: 27. (3) Reactant: [CH3:1][O:2][C:3]([N:5]1[CH2:10][CH2:9][N:8]([C:11](=[O:20])[CH2:12][C:13]2[CH:18]=[CH:17][CH:16]=[CH:15][C:14]=2[NH2:19])[CH:7]([CH2:21][N:22]2[CH2:26][CH2:25][CH2:24][CH2:23]2)[CH2:6]1)=[O:4].C(N(CC)CC)C.CS(Cl)(=O)=O.CO. Product: [NH4+:5].[OH-:2].[CH3:1][O:2][C:3]([N:5]1[CH2:10][CH2:9][N:8]([C:11](=[O:20])[CH2:12][C:13]2[CH:18]=[CH:17][CH:16]=[CH:15][C:14]=2[NH2:19])[CH:7]([CH2:21][N:22]2[CH2:23][CH2:24][CH2:25][CH2:26]2)[CH2:6]1)=[O:4]. The catalyst class is: 2. (4) Reactant: [CH:1]([C:3]1[N:4]=[C:5]2[C:10]([N:11]3[CH2:16][CH2:15][O:14][CH2:13][CH2:12]3)=[CH:9][CH:8]=[N:7][N:6]2[C:17]=1[C:18]1[CH:30]=[CH:29][C:21]([C:22]([O:24][C:25]([CH3:28])([CH3:27])[CH3:26])=[O:23])=[CH:20][CH:19]=1)=O.[CH3:31][C:32]1[CH:41]=[CH:40][C:39]2[C:34](=[CH:35][CH:36]=[CH:37][CH:38]=2)[N:33]=1.Cl[Si](C)(C)C.O. Product: [O:14]1[CH2:15][CH2:16][N:11]([C:10]2[C:5]3[N:6]([C:17]([C:18]4[CH:30]=[CH:29][C:21]([C:22]([O:24][C:25]([CH3:27])([CH3:28])[CH3:26])=[O:23])=[CH:20][CH:19]=4)=[C:3](/[CH:1]=[CH:31]/[C:32]4[CH:41]=[CH:40][C:39]5[C:34](=[CH:35][CH:36]=[CH:37][CH:38]=5)[N:33]=4)[N:4]=3)[N:7]=[CH:8][CH:9]=2)[CH2:12][CH2:13]1. The catalyst class is: 3. (5) Reactant: [C:1](=[NH:21])([O:3][CH2:4][CH2:5][C:6]1[CH:11]=[CH:10][C:9]([O:12][C:13]2[CH:18]=[CH:17][C:16]([CH3:19])=[C:15]([F:20])[CH:14]=2)=[CH:8][CH:7]=1)[NH2:2].[CH:22]([CH:24]([CH2:29][C:30]1[CH:31]=[N:32][C:33]([O:36][CH3:37])=[N:34][CH:35]=1)[C:25](OC)=O)=[O:23].C([O-])([O-])=O.[K+].[K+]. Product: [F:20][C:15]1[CH:14]=[C:13]([O:12][C:9]2[CH:8]=[CH:7][C:6]([CH2:5][CH2:4][O:3][C:1]3[NH:2][CH:25]=[C:24]([CH2:29][C:30]4[CH:31]=[N:32][C:33]([O:36][CH3:37])=[N:34][CH:35]=4)[C:22](=[O:23])[N:21]=3)=[CH:11][CH:10]=2)[CH:18]=[CH:17][C:16]=1[CH3:19]. The catalyst class is: 37. (6) Reactant: [CH3:1][CH:2]([N:4]1[C:8]2[N:9]=[C:10]([C:16]3[CH:21]=[CH:20][CH:19]=[CH:18][CH:17]=3)[CH:11]=[C:12]([C:13]([OH:15])=O)[C:7]=2[CH:6]=[N:5]1)[CH3:3].[NH2:22][CH2:23][C:24]1[C:25](=[O:32])[NH:26][C:27]([CH3:31])=[CH:28][C:29]=1[CH3:30].Cl.ON1C2N=CC=CC=2N=N1.CN1CCOCC1.C(Cl)CCl. Product: [CH3:30][C:29]1[CH:28]=[C:27]([CH3:31])[NH:26][C:25](=[O:32])[C:24]=1[CH2:23][NH:22][C:13]([C:12]1[C:7]2[CH:6]=[N:5][N:4]([CH:2]([CH3:3])[CH3:1])[C:8]=2[N:9]=[C:10]([C:16]2[CH:17]=[CH:18][CH:19]=[CH:20][CH:21]=2)[CH:11]=1)=[O:15]. The catalyst class is: 58. (7) Reactant: Br[C:2]1[C:3]([CH3:15])=[N:4][N:5]([C:8]2[CH:13]=[CH:12][CH:11]=[CH:10][C:9]=2[CH3:14])[C:6]=1[NH2:7].[F:16][C:17]1[CH:22]=[CH:21][C:20](B(O)O)=[CH:19][CH:18]=1.C([O-])([O-])=O.[Na+].[Na+]. Product: [F:16][C:17]1[CH:22]=[CH:21][C:20]([C:2]2[C:3]([CH3:15])=[N:4][N:5]([C:8]3[CH:13]=[CH:12][CH:11]=[CH:10][C:9]=3[CH3:14])[C:6]=2[NH2:7])=[CH:19][CH:18]=1. The catalyst class is: 128.